Predict the reaction yield, written as a fraction of the theoretical maximum amount of product (1.0 means a 100% yield; for example, 0.34 means a 34% yield). From a dataset of Reaction yield outcomes from USPTO patents with 853,638 reactions. (1) The reactants are Cl[C:2]([O:4][CH2:5][C:6]1[CH:11]=[CH:10][CH:9]=[CH:8][CH:7]=1)=[O:3].[NH:12]1[CH2:17][CH2:16][CH2:15][CH2:14][CH:13]1[C:18]([OH:20])=[O:19]. The catalyst is [OH-].[Na+]. The product is [CH2:5]([O:4][C:2]([N:12]1[CH2:17][CH2:16][CH2:15][CH2:14][CH:13]1[C:18]([OH:20])=[O:19])=[O:3])[C:6]1[CH:11]=[CH:10][CH:9]=[CH:8][CH:7]=1. The yield is 0.780. (2) The product is [C:1]([O:5][C:6]([NH:8][C@H:9]1[CH2:14][CH2:13][C@H:12]([N:15]([CH2:34][CH3:35])[C:16]2[C:17]([CH3:33])=[C:18]([C:29]([O:31][CH3:32])=[O:30])[CH:19]=[C:20]([C:22]3[CH:23]=[CH:24][C:25]([O:28][CH2:37][CH2:38][O:39][CH3:40])=[CH:26][CH:27]=3)[CH:21]=2)[CH2:11][CH2:10]1)=[O:7])([CH3:4])([CH3:3])[CH3:2]. The reactants are [C:1]([O:5][C:6]([NH:8][C@H:9]1[CH2:14][CH2:13][C@H:12]([N:15]([CH2:34][CH3:35])[C:16]2[C:17]([CH3:33])=[C:18]([C:29]([O:31][CH3:32])=[O:30])[CH:19]=[C:20]([C:22]3[CH:27]=[CH:26][C:25]([OH:28])=[CH:24][CH:23]=3)[CH:21]=2)[CH2:11][CH2:10]1)=[O:7])([CH3:4])([CH3:3])[CH3:2].Br[CH2:37][CH2:38][O:39][CH3:40].C([O-])([O-])=O.[Cs+].[Cs+].O. The yield is 0.765. The catalyst is C(#N)C. (3) The product is [F:2][C:3]1[CH:4]=[CH:5][C:6]2[N:10]=[C:9]([CH2:11][NH:12][C:21]3[N:29]=[CH:28][N:27]=[C:26]4[C:22]=3[N:23]=[CH:24][N:25]4[CH:30]3[CH2:35][CH2:34][CH2:33][CH2:32][O:31]3)[N:8]([C:13]3[CH:18]=[CH:17][CH:16]=[CH:15][CH:14]=3)[C:7]=2[CH:19]=1. The catalyst is C(O)(C)C. The yield is 0.700. The reactants are Cl.[F:2][C:3]1[CH:4]=[CH:5][C:6]2[N:10]=[C:9]([CH2:11][NH2:12])[N:8]([C:13]3[CH:18]=[CH:17][CH:16]=[CH:15][CH:14]=3)[C:7]=2[CH:19]=1.Cl[C:21]1[N:29]=[CH:28][N:27]=[C:26]2[C:22]=1[N:23]=[CH:24][N:25]2[CH:30]1[CH2:35][CH2:34][CH2:33][CH2:32][O:31]1.C(N(CC)CC)C. (4) The reactants are [OH:1][C:2]1[CH:3]=[N:4][CH:5]=[CH:6][CH:7]=1.Br[CH2:9][C:10]1[CH:28]=[CH:27][C:13]([CH2:14][N:15]2[CH2:19][C@@H:18]([C:20]3[CH:25]=[CH:24][CH:23]=[CH:22][CH:21]=3)[O:17][C:16]2=[O:26])=[CH:12][CH:11]=1.[H-].[Na+]. The catalyst is CN(C=O)C.ClCCl. The product is [C:20]1([C@H:18]2[O:17][C:16](=[O:26])[N:15]([CH2:14][C:13]3[CH:12]=[CH:11][C:10]([CH2:9][O:1][C:2]4[CH:3]=[N:4][CH:5]=[CH:6][CH:7]=4)=[CH:28][CH:27]=3)[CH2:19]2)[CH:25]=[CH:24][CH:23]=[CH:22][CH:21]=1. The yield is 0.450. (5) The reactants are [C:1]([C:3]1[C:8]([F:9])=[CH:7][C:6]([N+:10]([O-])=O)=[CH:5][N:4]=1)#[N:2].CCOC(C)=O.CC(O)=O. The catalyst is [Fe].CCOCC. The product is [NH2:10][C:6]1[CH:7]=[C:8]([F:9])[C:3]([C:1]#[N:2])=[N:4][CH:5]=1. The yield is 0.940. (6) The reactants are [Cl:1][C:2]1[CH:3]=[C:4]([CH:18]=[CH:19][C:20]=1[Cl:21])[CH2:5][NH:6][C:7]1[CH:8]=[CH:9][C:10]2[N:11]([C:13]([NH2:17])=[C:14]([CH3:16])[N:15]=2)[N:12]=1.[C:22](Cl)(=[O:29])[C:23]1[CH:28]=[CH:27][CH:26]=[CH:25][CH:24]=1. The catalyst is N1C=CC=CC=1. The product is [Cl:1][C:2]1[CH:3]=[C:4]([CH:18]=[CH:19][C:20]=1[Cl:21])[CH2:5][NH:6][C:7]1[CH:8]=[CH:9][C:10]2[N:11]([C:13]([NH:17][C:22](=[O:29])[C:23]3[CH:28]=[CH:27][CH:26]=[CH:25][CH:24]=3)=[C:14]([CH3:16])[N:15]=2)[N:12]=1. The yield is 0.280. (7) The product is [CH3:49][N:48]([CH3:50])[O:47][CH2:46][CH2:45][O:44][C@@H:32]1[C@H:31]([OH:51])[C@@H:30]([CH2:29][OH:28])[O:34][C@H:33]1[N:35]1[CH:42]=[C:41]([CH3:43])[C:39](=[O:40])[NH:38][C:36]1=[O:37]. The catalyst is C1COCC1.C(Cl)Cl. The reactants are F.F.F.C(N(CC)CC)C.[Si]([O:28][CH2:29][C@H:30]1[O:34][C@@H:33]([N:35]2[CH:42]=[C:41]([CH3:43])[C:39](=[O:40])[NH:38][C:36]2=[O:37])[C@H:32]([O:44][CH2:45][CH2:46][O:47][N:48]([CH3:50])[CH3:49])[C@@H:31]1[OH:51])(C(C)(C)C)(C1C=CC=CC=1)C1C=CC=CC=1.CO. The yield is 0.925. (8) The reactants are [Si]([O:8][CH2:9][CH2:10][O:11][C:12]1[CH:13]=[C:14](F)[C:15]([C:18]2[NH:27][C:26](=[O:28])[C:25]3[C:20](=[CH:21][C:22]([O:31][CH3:32])=[CH:23][C:24]=3[O:29][CH3:30])[N:19]=2)=[N:16][CH:17]=1)(C(C)(C)C)(C)C.[CH:34]([N:37]1[CH2:42][CH2:41][CH:40]([NH2:43])[CH2:39][CH2:38]1)([CH3:36])[CH3:35]. The catalyst is C(#N)C. The product is [OH:8][CH2:9][CH2:10][O:11][C:12]1[CH:13]=[C:14]([NH:43][CH:40]2[CH2:41][CH2:42][N:37]([CH:34]([CH3:36])[CH3:35])[CH2:38][CH2:39]2)[C:15]([C:18]2[NH:27][C:26](=[O:28])[C:25]3[C:20](=[CH:21][C:22]([O:31][CH3:32])=[CH:23][C:24]=3[O:29][CH3:30])[N:19]=2)=[N:16][CH:17]=1. The yield is 0.600. (9) The reactants are [CH:1]1([CH2:6][CH:7]([C:11]2[CH:16]=[CH:15][C:14]([S:17][C:18]([F:21])([F:20])[F:19])=[CH:13][CH:12]=2)[C:8]([OH:10])=[O:9])[CH2:5][CH2:4][CH2:3][CH2:2]1.[CH3:22]O. The catalyst is S(=O)(=O)(O)O. The product is [CH3:22][O:9][C:8](=[O:10])[CH:7]([C:11]1[CH:16]=[CH:15][C:14]([S:17][C:18]([F:21])([F:19])[F:20])=[CH:13][CH:12]=1)[CH2:6][CH:1]1[CH2:5][CH2:4][CH2:3][CH2:2]1. The yield is 0.990.